This data is from Reaction yield outcomes from USPTO patents with 853,638 reactions. The task is: Predict the reaction yield, written as a fraction of the theoretical maximum amount of product (1.0 means a 100% yield; for example, 0.34 means a 34% yield). (1) The catalyst is CN(C)C=O.C(OCC)(=O)C.C1C=CC(P(C2C=CC=CC=2)[C-]2C=CC=C2)=CC=1.C1C=CC(P(C2C=CC=CC=2)[C-]2C=CC=C2)=CC=1.Cl[Pd]Cl.[Fe+2]. The product is [F:10][CH:9]([F:11])[O:8][C:5]1[CH:6]=[CH:7][C:2]([B:15]2[O:16][C:17]([CH3:19])([CH3:18])[C:13]([CH3:29])([CH3:12])[O:14]2)=[CH:3][CH:4]=1. The yield is 0.580. The reactants are Br[C:2]1[CH:7]=[CH:6][C:5]([O:8][CH:9]([F:11])[F:10])=[CH:4][CH:3]=1.[CH3:12][C:13]1([CH3:29])[C:17]([CH3:19])([CH3:18])[O:16][B:15]([B:15]2[O:16][C:17]([CH3:19])([CH3:18])[C:13]([CH3:29])([CH3:12])[O:14]2)[O:14]1.C([O-])(=O)C.[K+]. (2) The product is [Cl:1][C:2]1[CH:7]=[CH:6][C:5]([S:8]([N:11]([CH2:20][C:21]2[CH:22]=[CH:23][C:24]([C:27]([NH:35][OH:36])=[NH:28])=[CH:25][CH:26]=2)[CH:12]2[CH2:18][CH2:17][CH2:16][CH2:15][NH:14][C:13]2=[O:19])(=[O:9])=[O:10])=[CH:4][CH:3]=1. The yield is 0.770. The reactants are [Cl:1][C:2]1[CH:7]=[CH:6][C:5]([S:8]([N:11]([CH2:20][C:21]2[CH:26]=[CH:25][C:24]([C:27]#[N:28])=[CH:23][CH:22]=2)[CH:12]2[CH2:18][CH2:17][CH2:16][CH2:15][NH:14][C:13]2=[O:19])(=[O:10])=[O:9])=[CH:4][CH:3]=1.C(=O)(O)[O-].[Na+].Cl.[NH2:35][OH:36]. The catalyst is C(O)C.O. (3) The reactants are [CH:1]([N:14]1[C:22]2[C:17](=[CH:18][CH:19]=[C:20]([Cl:23])[CH:21]=2)[CH:16]=[C:15]1[CH2:24][CH2:25][NH:26][S:27]([CH2:30][C:31]1[CH:36]=[CH:35][CH:34]=[CH:33][CH:32]=1)(=[O:29])=[O:28])([C:8]1[CH:13]=[CH:12][CH:11]=[CH:10][CH:9]=1)[C:2]1[CH:7]=[CH:6][CH:5]=[CH:4][CH:3]=1.[CH3:37][O:38][C:39](=[O:50])[C:40]1[CH:45]=[CH:44][C:43]([O:46][CH2:47][CH:48]=O)=[CH:42][CH:41]=1.C([SiH](CC)CC)C.C(O)(C(F)(F)F)=O. The catalyst is C(Cl)Cl. The product is [CH3:37][O:38][C:39](=[O:50])[C:40]1[CH:45]=[CH:44][C:43]([O:46][CH2:47][CH2:48][C:16]2[C:17]3[C:22](=[CH:21][C:20]([Cl:23])=[CH:19][CH:18]=3)[N:14]([CH:1]([C:2]3[CH:7]=[CH:6][CH:5]=[CH:4][CH:3]=3)[C:8]3[CH:9]=[CH:10][CH:11]=[CH:12][CH:13]=3)[C:15]=2[CH2:24][CH2:25][NH:26][S:27]([CH2:30][C:31]2[CH:36]=[CH:35][CH:34]=[CH:33][CH:32]=2)(=[O:29])=[O:28])=[CH:42][CH:41]=1. The yield is 0.350. (4) The reactants are [S-:1][C:2]#[N:3].[K+].[Cl:5][C:6]1[CH:14]=[CH:13][C:9]([C:10](Cl)=[O:11])=[CH:8][CH:7]=1.[C:15]([NH2:19])([CH3:18])([CH3:17])[CH3:16]. The catalyst is ClCCl. The product is [C:15]([NH:19][C:2]([NH:3][C:10](=[O:11])[C:9]1[CH:13]=[CH:14][C:6]([Cl:5])=[CH:7][CH:8]=1)=[S:1])([CH3:18])([CH3:17])[CH3:16]. The yield is 0.960. (5) The reactants are I[CH2:2][C@@H:3]([CH3:16])[CH2:4][N:5]1[C:14]2[C:9](=[CH:10][CH:11]=[CH:12][CH:13]=2)[CH2:8][CH2:7][C:6]1=[O:15].[CH:17](=[C:21]1[CH2:26][CH2:25][NH:24][CH2:23][CH2:22]1)[CH2:18][CH2:19][CH3:20]. The catalyst is CC#N. The product is [CH:17](=[C:21]1[CH2:26][CH2:25][N:24]([CH2:2][C@@H:3]([CH3:16])[CH2:4][N:5]2[C:14]3[C:9](=[CH:10][CH:11]=[CH:12][CH:13]=3)[CH2:8][CH2:7][C:6]2=[O:15])[CH2:23][CH2:22]1)[CH2:18][CH2:19][CH3:20]. The yield is 0.670. (6) The catalyst is CN(C)P(N(C)C)(N(C)C)=O.CCOC(C)=O. The yield is 0.580. The product is [CH:1]1([C:4]2[C:5]([N:24]([C:38]3[CH:39]=[C:30]([F:29])[C:31]([N+:41]([O-:43])=[O:42])=[C:32]([CH:37]=3)[C:33]([O:35][CH3:36])=[O:34])[S:25]([CH3:28])(=[O:27])=[O:26])=[CH:6][C:7]3[O:11][C:10]([C:12]4[CH:17]=[CH:16][C:15]([F:18])=[CH:14][CH:13]=4)=[C:9]([C:19](=[O:20])[NH:21][CH3:22])[C:8]=3[CH:23]=2)[CH2:3][CH2:2]1. The reactants are [CH:1]1([C:4]2[C:5]([NH:24][S:25]([CH3:28])(=[O:27])=[O:26])=[CH:6][C:7]3[O:11][C:10]([C:12]4[CH:17]=[CH:16][C:15]([F:18])=[CH:14][CH:13]=4)=[C:9]([C:19]([NH:21][CH3:22])=[O:20])[C:8]=3[CH:23]=2)[CH2:3][CH2:2]1.[F:29][C:30]1[C:31]([N+:41]([O-:43])=[O:42])=[C:32]([CH:37]=[C:38](F)[CH:39]=1)[C:33]([O:35][CH3:36])=[O:34].C([O-])([O-])=O.[Na+].[Na+].